This data is from Peptide-MHC class II binding affinity with 134,281 pairs from IEDB. The task is: Regression. Given a peptide amino acid sequence and an MHC pseudo amino acid sequence, predict their binding affinity value. This is MHC class II binding data. (1) The peptide sequence is YRIAARPGAVTRRAA. The MHC is DRB1_1302 with pseudo-sequence DRB1_1302. The binding affinity (normalized) is 0.397. (2) The peptide sequence is SLDLELSWNLNGLQAY. The MHC is HLA-DQA10101-DQB10501 with pseudo-sequence HLA-DQA10101-DQB10501. The binding affinity (normalized) is 0.633. (3) The peptide sequence is TLTAFGFASADLIEI. The MHC is DRB1_0901 with pseudo-sequence DRB1_0901. The binding affinity (normalized) is 0.692. (4) The peptide sequence is ASPLTGIADASQSSM. The MHC is DRB1_0301 with pseudo-sequence DRB1_0301. The binding affinity (normalized) is 0.0779. (5) The binding affinity (normalized) is 0.379. The peptide sequence is GRLIQNSITIERMVL. The MHC is DRB1_0101 with pseudo-sequence DRB1_0101. (6) The peptide sequence is EKKQFAATQFEPLAA. The MHC is HLA-DPA10201-DPB10501 with pseudo-sequence HLA-DPA10201-DPB10501. The binding affinity (normalized) is 0.779.